Dataset: Full USPTO retrosynthesis dataset with 1.9M reactions from patents (1976-2016). Task: Predict the reactants needed to synthesize the given product. (1) Given the product [CH3:28][C:24]([C:29]1[CH:30]=[CH:31][CH:32]=[CH:33][CH:34]=1)([CH2:23][CH2:22][CH2:21][CH2:20][C:19](=[O:39])[CH2:18][CH2:17][CH2:16][CH2:15][C:11]([CH3:40])([C:8]1[CH:7]=[CH:6][CH:5]=[CH:10][CH:9]=1)[C:12]([OH:14])=[O:13])[C:25]([OH:27])=[O:26], predict the reactants needed to synthesize it. The reactants are: C([C:5]1[CH:10]=[CH:9][C:8]([C:11]([CH3:40])([CH2:15][CH2:16][CH2:17][CH2:18][C:19](=[O:39])[CH2:20][CH2:21][CH2:22][CH2:23][C:24]([C:29]2[CH:34]=[CH:33][C:32](CC(C)C)=[CH:31][CH:30]=2)([CH3:28])[C:25]([OH:27])=[O:26])[C:12]([OH:14])=[O:13])=[CH:7][CH:6]=1)C(C)C.C(OC(=O)C(C)(C1C=CC=CC=1)CCCCC(=O)CCCCC(C)(C1C=CC=CC=1)C(OCC)=O)C.[OH-].[K+]. (2) Given the product [OH:14][CH2:13][C:12]1[CH:15]=[CH:16][C:9]([N:3]2[CH2:4][CH2:5][O:6][CH2:7][CH2:8]2)=[CH:10][C:11]=1[OH:17], predict the reactants needed to synthesize it. The reactants are: [BH4-].[Na+].[N:3]1([C:9]2[CH:10]=[C:11]([OH:17])[C:12](=[CH:15][CH:16]=2)[CH:13]=[O:14])[CH2:8][CH2:7][O:6][CH2:5][CH2:4]1.CC(C)=O.Cl. (3) Given the product [O:1]1[C:6]2[CH:7]=[CH:8][C:9]([C:11]3[C:19]4[C:14](=[CH:15][CH:16]=[C:17]([C:20]([NH2:21])=[O:22])[CH:18]=4)[NH:13][N:12]=3)=[CH:10][C:5]=2[O:4][CH2:3][CH2:2]1, predict the reactants needed to synthesize it. The reactants are: [O:1]1[C:6]2[CH:7]=[CH:8][C:9]([C:11]3[C:19]4[C:14](=[CH:15][CH:16]=[C:17]([C:20]#[N:21])[CH:18]=4)[NH:13][N:12]=3)=[CH:10][C:5]=2[O:4][CH2:3][CH2:2]1.[OH:22]O.[OH-].[Na+].Cl. (4) Given the product [F:8][C:7]1[C:6]([NH:9][C:10]2[CH:15]=[CH:14][C:13]([I:16])=[CH:12][C:11]=2[F:17])=[C:5]([NH:18][S:24]([C:21]2[CH:22]=[CH:23][S:19][CH:20]=2)(=[O:26])=[O:25])[CH:4]=[CH:3][C:2]=1[F:1], predict the reactants needed to synthesize it. The reactants are: [F:1][C:2]1[C:7]([F:8])=[C:6]([NH:9][C:10]2[CH:15]=[CH:14][C:13]([I:16])=[CH:12][C:11]=2[F:17])[C:5]([NH2:18])=[CH:4][CH:3]=1.[S:19]1[CH:23]=[CH:22][C:21]([S:24](Cl)(=[O:26])=[O:25])=[CH:20]1. (5) Given the product [CH3:60][O:59][C:57](=[O:58])[NH:56][C@H:49]([C:50]1[CH:55]=[CH:54][CH:53]=[CH:52][CH:51]=1)[C:48]([N:109]1[CH2:108][CH2:107][S:106][C@H:105]1[C:103]1[NH:104][C:100]([C:97]2[CH:96]=[CH:95][C:94]([C:89]3[CH:88]=[CH:87][C:86]4[C:91](=[CH:92][CH:93]=[C:84]([C:81]5[NH:80][C:79]([C@@H:75]6[CH2:76][CH2:77][CH2:78][N:74]6[C:73](=[O:110])[C@@H:72]([NH:111][C:112]([O:113][CH3:114])=[O:115])[CH:71]([CH3:116])[CH3:70])=[N:83][CH:82]=5)[CH:85]=4)[CH:90]=3)=[CH:99][CH:98]=2)=[CH:101][N:102]=1)=[O:61], predict the reactants needed to synthesize it. The reactants are: COC(=O)N[C@@H](C(C)C)C(N1[C@H](C2NC(C3C=CC(C4C=CC5C(=CC=C(C6NC([C@@H]7CCCN7[C:48](=[O:61])[C@H:49]([NH:56][C:57]([O:59][CH3:60])=[O:58])[C:50]7[CH:55]=[CH:54][CH:53]=[CH:52][CH:51]=7)=NC=6)C=5)C=4)=CC=3)=CN=2)CC2(OCCO2)C1)=O.Cl.Cl.Cl.Cl.[CH3:70][CH:71]([CH3:116])[C@H:72]([NH:111][C:112](=[O:115])[O:113][CH3:114])[C:73](=[O:110])[N:74]1[CH2:78][CH2:77][CH2:76][C@H:75]1[C:79]1[NH:80][C:81]([C:84]2[CH:93]=[CH:92][C:91]3[C:86](=[CH:87][CH:88]=[C:89]([C:94]4[CH:99]=[CH:98][C:97]([C:100]5[NH:104][C:103]([C@H:105]6[NH:109][CH2:108][CH2:107][S:106]6)=[N:102][CH:101]=5)=[CH:96][CH:95]=4)[CH:90]=3)[CH:85]=2)=[CH:82][N:83]=1. (6) Given the product [N:12]1([C:2]2[CH:11]=[CH:10][C:5]([C:6]([OH:8])=[O:7])=[CH:4][CH:3]=2)[CH2:17][CH2:16][CH2:15][CH2:14][CH2:13]1, predict the reactants needed to synthesize it. The reactants are: F[C:2]1[CH:11]=[CH:10][C:5]([C:6]([O:8]C)=[O:7])=[CH:4][CH:3]=1.[NH:12]1[CH2:17][CH2:16][CH2:15][CH2:14][CH2:13]1.[OH-].[Li+].[OH-].[Na+].